From a dataset of Catalyst prediction with 721,799 reactions and 888 catalyst types from USPTO. Predict which catalyst facilitates the given reaction. Reactant: C([O:8][C:9]1[CH:14]=[CH:13][C:12](/[CH:15]=[CH:16]/[C:17]([O:19][CH2:20][CH3:21])=[O:18])=[C:11]([O:22][CH:23]([CH3:25])[CH3:24])[CH:10]=1)C1C=CC=CC=1.[H][H]. Product: [OH:8][C:9]1[CH:14]=[CH:13][C:12]([CH2:15][CH2:16][C:17]([O:19][CH2:20][CH3:21])=[O:18])=[C:11]([O:22][CH:23]([CH3:24])[CH3:25])[CH:10]=1. The catalyst class is: 29.